Predict the product of the given reaction. From a dataset of Forward reaction prediction with 1.9M reactions from USPTO patents (1976-2016). (1) The product is: [Br:14][C:5]1[C:6]([CH3:13])=[CH:7][C:8]([N+:10]([O-:12])=[O:11])=[CH:9][C:4]=1[C:3]([OH:15])=[O:2]. Given the reactants C[O:2][C:3](=[O:15])[C:4]1[CH:9]=[C:8]([N+:10]([O-:12])=[O:11])[CH:7]=[C:6]([CH3:13])[C:5]=1[Br:14].[OH-].[Na+], predict the reaction product. (2) Given the reactants [Si]([O:8][CH2:9][C:10]1[CH:35]=[CH:34][C:13]2=[C:14]3[C:19](=[C:20]([NH2:22])[N:21]=[C:12]2[CH:11]=1)[N:18]=[CH:17][C:16]([CH2:23][CH2:24][C:25]1[CH:30]=[CH:29][C:28]([O:31][CH3:32])=[CH:27][C:26]=1[CH3:33])=[CH:15]3)(C(C)(C)C)(C)C.CCCC[N+](CCCC)(CCCC)CCCC.[F-], predict the reaction product. The product is: [NH2:22][C:20]1[C:19]2[N:18]=[CH:17][C:16]([CH2:23][CH2:24][C:25]3[CH:30]=[CH:29][C:28]([O:31][CH3:32])=[CH:27][C:26]=3[CH3:33])=[CH:15][C:14]=2[C:13]2[CH:34]=[CH:35][C:10]([CH2:9][OH:8])=[CH:11][C:12]=2[N:21]=1. (3) Given the reactants [F:1][C:2]1[CH:7]=[CH:6][CH:5]=[C:4]([F:8])[C:3]=1[CH:9]1[NH:14][C:13]2[CH:15]=[CH:16][C:17](B3OC(C)(C)C(C)(C)O3)=[CH:18][C:12]=2[O:11][CH2:10]1.Br[C:29]1[C:30]([CH3:41])=[CH:31][C:32]([C:35]2[S:39][C:38]([CH3:40])=[N:37][CH:36]=2)=[N:33][CH:34]=1, predict the reaction product. The product is: [F:8][C:4]1[CH:5]=[CH:6][CH:7]=[C:2]([F:1])[C:3]=1[CH:9]1[CH2:10][O:11][C:12]2[CH:18]=[C:17]([C:29]3[CH:34]=[N:33][C:32]([C:35]4[S:39][C:38]([CH3:40])=[N:37][CH:36]=4)=[CH:31][C:30]=3[CH3:41])[CH:16]=[CH:15][C:13]=2[NH:14]1. (4) The product is: [C:11]([C:7]1[C:5]2[N:6]=[C:2]([N:41]3[CH2:42][CH2:43][CH2:44][C@H:39]([C:30]4[C:31]([N:33]([CH3:38])[S:34]([CH3:37])(=[O:35])=[O:36])=[CH:32][C:22]5[O:21][C:20]([C:17]6[CH:16]=[CH:15][C:14]([F:13])=[CH:19][CH:18]=6)=[C:24]([C:25]([NH:27][CH3:28])=[O:26])[C:23]=5[CH:29]=4)[CH2:40]3)[O:3][C:4]=2[CH:10]=[CH:9][CH:8]=1)#[N:12]. Given the reactants Cl[C:2]1[O:3][C:4]2[C:5](=[C:7]([C:11]#[N:12])[CH:8]=[CH:9][CH:10]=2)[N:6]=1.[F:13][C:14]1[CH:19]=[CH:18][C:17]([C:20]2[O:21][C:22]3[CH:32]=[C:31]([N:33]([CH3:38])[S:34]([CH3:37])(=[O:36])=[O:35])[C:30]([C@H:39]4[CH2:44][CH2:43][CH2:42][NH:41][CH2:40]4)=[CH:29][C:23]=3[C:24]=2[C:25]([NH:27][CH3:28])=[O:26])=[CH:16][CH:15]=1.C([O-])([O-])=O.[K+].[K+], predict the reaction product.